This data is from Full USPTO retrosynthesis dataset with 1.9M reactions from patents (1976-2016). The task is: Predict the reactants needed to synthesize the given product. (1) Given the product [NH2:1][C:2]1[C:11]2[C:6](=[C:7]([C:22]3[CH:23]=[C:24]([CH3:27])[CH:25]=[CH:26][C:21]=3[O:20][CH3:19])[CH:8]=[CH:9][CH:10]=2)[N:5]=[N:4][C:3]=1[C:13]([NH:15][CH:16]1[CH2:18][CH2:17]1)=[O:14], predict the reactants needed to synthesize it. The reactants are: [NH2:1][C:2]1[C:11]2[C:6](=[C:7](Br)[CH:8]=[CH:9][CH:10]=2)[N:5]=[N:4][C:3]=1[C:13]([NH:15][CH:16]1[CH2:18][CH2:17]1)=[O:14].[CH3:19][O:20][C:21]1[CH:26]=[CH:25][C:24]([CH3:27])=[CH:23][C:22]=1B(O)O. (2) Given the product [ClH:24].[CH2:15]([N:14]1[C:13]2[C:17]([O:21][CH3:22])=[CH:18][CH:19]=[CH:20][C:12]=2[N:11]=[C:10]1[C@H:8]([NH2:7])[CH3:9])[CH3:16], predict the reactants needed to synthesize it. The reactants are: C(OC(=O)[NH:7][C@@H:8]([C:10]1[N:14]([CH2:15][CH3:16])[C:13]2[C:17]([O:21][CH3:22])=[CH:18][CH:19]=[CH:20][C:12]=2[N:11]=1)[CH3:9])(C)(C)C.[ClH:24].O1CCOCC1. (3) Given the product [F:20][C:21]1[CH:22]=[CH:23][C:24]([C:25]([CH:27]2[CH2:28][CH2:29][N:30]([CH2:33][C:34]([N:7]([CH2:8][C:9]3[NH:10][C:11](=[O:19])[C:12]4[CH2:18][O:17][CH2:16][CH2:15][C:13]=4[N:14]=3)[CH2:6][C@H:2]3[CH2:3][CH2:4][CH2:5][O:1]3)=[O:35])[CH2:31][CH2:32]2)=[O:26])=[CH:37][CH:38]=1, predict the reactants needed to synthesize it. The reactants are: [O:1]1[CH2:5][CH2:4][CH2:3][C@@H:2]1[CH2:6][NH:7][CH2:8][C:9]1[NH:10][C:11](=[O:19])[C:12]2[CH2:18][O:17][CH2:16][CH2:15][C:13]=2[N:14]=1.[F:20][C:21]1[CH:38]=[CH:37][C:24]([C:25]([CH:27]2[CH2:32][CH2:31][N:30]([CH2:33][C:34](O)=[O:35])[CH2:29][CH2:28]2)=[O:26])=[CH:23][CH:22]=1. (4) Given the product [CH:10]([C:8]1[CH:9]=[C:2]2[C:3]([CH:4]=[C:17]([C:16]([O:15][CH2:13][CH3:14])=[O:23])[CH:18]([C:19]([F:20])([F:22])[F:21])[O:1]2)=[CH:6][CH:7]=1)([CH3:12])[CH3:11], predict the reactants needed to synthesize it. The reactants are: [OH:1][C:2]1[CH:9]=[C:8]([CH:10]([CH3:12])[CH3:11])[CH:7]=[CH:6][C:3]=1[CH:4]=O.[CH2:13]([O:15][C:16](=[O:23])/[CH:17]=[CH:18]/[C:19]([F:22])([F:21])[F:20])[CH3:14]. (5) Given the product [CH2:1]([O:8][C:9]1[CH:10]=[C:11]2[C:15](=[CH:16][CH:17]=1)[N:14]1[CH2:18][CH2:19][C:20]([C:21]([O:23][CH2:24][CH3:25])=[O:22])=[C:26]([OH:27])[C:13]1=[CH:12]2)[C:2]1[CH:7]=[CH:6][CH:5]=[CH:4][CH:3]=1, predict the reactants needed to synthesize it. The reactants are: [CH2:1]([O:8][C:9]1[CH:10]=[C:11]2[C:15](=[CH:16][CH:17]=1)[N:14]([CH2:18][CH2:19][CH2:20][C:21]([O:23][CH2:24][CH3:25])=[O:22])[C:13]([C:26](OCC)=[O:27])=[CH:12]2)[C:2]1[CH:7]=[CH:6][CH:5]=[CH:4][CH:3]=1.CC([O-])(C)C.[K+].Cl. (6) The reactants are: Cl[C:2]1[C:7]([C:8]([NH2:10])=[O:9])=[CH:6][N:5]=[C:4](Cl)C=1.[O:12]([C:19]1[CH:24]=[CH:23][C:22]([OH:25])=[CH:21][CH:20]=1)[C:13]1[CH:18]=[CH:17][CH:16]=[CH:15][CH:14]=1.[N:26]1([C:33]([O:35]C(C)(C)C)=O)[CH2:32][CH2:31][CH2:30][NH:29][CH2:28][CH2:27]1.C(O)(=O)[CH:41]=[CH2:42].C(C1C=CC(C2CCN(C(OC(C)(C)C)=O)CC=2)=NC=1NC1C=CC(CCN2CCCC2)=CC=1)(=O)[NH2:46]. Given the product [C:33]([N:26]1[CH2:32][CH2:31][CH2:30][N:29]([C:4]2[N:5]=[C:6]([O:25][C:22]3[CH:21]=[CH:20][C:19]([O:12][C:13]4[CH:18]=[CH:17][CH:16]=[CH:15][CH:14]=4)=[CH:24][CH:23]=3)[C:7]([C:8]([NH2:10])=[O:9])=[CH:2][N:46]=2)[CH2:28][CH2:27]1)(=[O:35])[CH:41]=[CH2:42], predict the reactants needed to synthesize it. (7) Given the product [CH:4]1[CH:5]=[CH:33][C:32]([N:29]([S:12]([C:15]([F:16])([F:17])[F:18])(=[O:13])=[O:14])[S:12]([C:15]([F:18])([F:17])[F:16])(=[O:14])=[O:13])=[CH:2][CH:3]=1, predict the reactants needed to synthesize it. The reactants are: [Li][CH2:2][CH2:3][CH2:4][CH3:5].[F:16][C:15]([F:18])([F:17])[S:12](O[S:12]([C:15]([F:18])([F:17])[F:16])(=[O:14])=[O:13])(=[O:14])=[O:13].N1C=CC=CC=1.C([N:29]([CH2:32][CH3:33])CC)C. (8) Given the product [Cl:1][C:2]1[N:3]=[C:4]([NH:18][C:15]2[CH:14]=[C:13]([O:12][CH3:11])[NH:17][N:16]=2)[CH:5]=[C:6]([Cl:8])[N:7]=1, predict the reactants needed to synthesize it. The reactants are: [Cl:1][C:2]1[N:7]=[C:6]([Cl:8])[CH:5]=[C:4](Cl)[N:3]=1.Cl.[CH3:11][O:12][C:13]1[NH:17][N:16]=[C:15]([NH2:18])[CH:14]=1. (9) Given the product [Cl:37][C:34]1[CH:35]=[CH:36][C:31]([C@H:18]([C:17](=[O:38])[N:14]2[CH2:15][CH2:16][N:11]([C:3]3[C:2]([C:39]4[CH:44]=[CH:43][CH:42]=[CH:41][CH:40]=4)=[CH:7][N:6]=[C:5]4[NH:8][CH:9]=[CH:10][C:4]=34)[CH2:12][CH2:13]2)[CH2:19][N:20]([CH:28]([CH3:30])[CH3:29])[C:21](=[O:27])[O:22][C:23]([CH3:26])([CH3:24])[CH3:25])=[CH:32][CH:33]=1, predict the reactants needed to synthesize it. The reactants are: Br[C:2]1[C:3]([N:11]2[CH2:16][CH2:15][N:14]([C:17](=[O:38])[C@@H:18]([C:31]3[CH:36]=[CH:35][C:34]([Cl:37])=[CH:33][CH:32]=3)[CH2:19][N:20]([CH:28]([CH3:30])[CH3:29])[C:21](=[O:27])[O:22][C:23]([CH3:26])([CH3:25])[CH3:24])[CH2:13][CH2:12]2)=[C:4]2[CH:10]=[CH:9][NH:8][C:5]2=[N:6][CH:7]=1.[C:39]1(B(O)O)[CH:44]=[CH:43][CH:42]=[CH:41][CH:40]=1.C([O-])([O-])=O.[K+].[K+]. (10) Given the product [CH2:1]([O:8][C:9]([N:11]([CH2:32][C:33]([N:35]1[CH2:39][C@@H:38]([F:40])[CH2:37][C@H:36]1[C:41]#[N:42])=[O:34])[C:12]12[CH2:19][CH2:18][C:15]([C:20]([N:53]3[CH2:54][CH2:55][CH:50]([CH2:43][C:44]4[CH:49]=[CH:48][CH:47]=[CH:46][CH:45]=4)[CH2:51][CH2:52]3)=[O:21])([CH2:14][CH2:13]1)[CH2:16][CH2:17]2)=[O:10])[C:2]1[CH:3]=[CH:4][CH:5]=[CH:6][CH:7]=1, predict the reactants needed to synthesize it. The reactants are: [CH2:1]([O:8][C:9]([N:11]([CH2:32][C:33]([N:35]1[CH2:39][C@@H:38]([F:40])[CH2:37][C@H:36]1[C:41]#[N:42])=[O:34])[C:12]12[CH2:19][CH2:18][C:15]([C:20](ON3C4C=CC=CC=4N=N3)=[O:21])([CH2:16][CH2:17]1)[CH2:14][CH2:13]2)=[O:10])[C:2]1[CH:7]=[CH:6][CH:5]=[CH:4][CH:3]=1.[CH2:43]([CH:50]1[CH2:55][CH2:54][NH:53][CH2:52][CH2:51]1)[C:44]1[CH:49]=[CH:48][CH:47]=[CH:46][CH:45]=1.